This data is from Full USPTO retrosynthesis dataset with 1.9M reactions from patents (1976-2016). The task is: Predict the reactants needed to synthesize the given product. (1) Given the product [Cl:16][C:12]1[C:11]([F:17])=[C:10]([C@H:8]2[CH2:9][N:5]([CH2:4][C:3]([OH:33])=[O:2])[C@@H:6]([CH2:28][C:29]([CH3:32])([CH3:31])[CH3:30])[C@@:7]2([C:20]2[CH:25]=[CH:24][C:23]([Cl:26])=[CH:22][C:21]=2[F:27])[C:18]#[N:19])[CH:15]=[CH:14][CH:13]=1, predict the reactants needed to synthesize it. The reactants are: C[O:2][C:3](=[O:33])[CH2:4][N:5]1[CH2:9][C@H:8]([C:10]2[CH:15]=[CH:14][CH:13]=[C:12]([Cl:16])[C:11]=2[F:17])[C@:7]([C:20]2[CH:25]=[CH:24][C:23]([Cl:26])=[CH:22][C:21]=2[F:27])([C:18]#[N:19])[C@@H:6]1[CH2:28][C:29]([CH3:32])([CH3:31])[CH3:30].[OH-].[K+]. (2) Given the product [C:33]([N:11]1[CH2:12][C@H:13]([C:25]2[CH:30]=[CH:29][CH:28]=[C:27]([F:31])[C:26]=2[F:32])[CH2:14][CH2:15][C@@H:16]([NH:17][C:18](=[O:24])[O:19][C:20]([CH3:23])([CH3:22])[CH3:21])[CH:10]1[C:8]#[N:9])(=[O:35])[CH3:34], predict the reactants needed to synthesize it. The reactants are: C(N(CC)CC)C.[C:8]([CH:10]1[C@H:16]([NH:17][C:18](=[O:24])[O:19][C:20]([CH3:23])([CH3:22])[CH3:21])[CH2:15][CH2:14][C@@H:13]([C:25]2[CH:30]=[CH:29][CH:28]=[C:27]([F:31])[C:26]=2[F:32])[CH2:12][NH:11]1)#[N:9].[C:33](OC(=O)C)(=[O:35])[CH3:34].C(=O)(O)[O-].[Na+]. (3) Given the product [OH:32][CH2:31][C:5]1[CH:6]=[C:7]([O:9][CH2:10][CH2:11][NH:12][CH2:13][CH2:14][C:15]([O:17][CH3:18])=[O:16])[CH:8]=[C:3]([CH2:2][OH:1])[N:4]=1, predict the reactants needed to synthesize it. The reactants are: [OH:1][CH2:2][C:3]1[CH:8]=[C:7]([O:9][CH2:10][CH2:11][N:12](S(C2C=CC=CC=2[N+]([O-])=O)(=O)=O)[CH2:13][CH2:14][C:15]([O:17][CH3:18])=[O:16])[CH:6]=[C:5]([CH2:31][OH:32])[N:4]=1.C(=O)([O-])[O-].[Cs+].[Cs+].C1(S)C=CC=CC=1. (4) Given the product [OH:2][C:3]1[CH:12]=[CH:11][C:10]2[N:9]=[C:8]([NH:13][CH2:14][C:15]3[CH:16]=[CH:17][CH:18]=[CH:19][CH:20]=3)[C:7]([C:21]3[CH:22]=[CH:23][CH:24]=[CH:25][CH:26]=3)=[N:6][C:5]=2[C:4]=1[C:27]([OH:29])=[O:28], predict the reactants needed to synthesize it. The reactants are: C[O:2][C:3]1[CH:12]=[CH:11][C:10]2[N:9]=[C:8]([NH:13][CH2:14][C:15]3[CH:20]=[CH:19][CH:18]=[CH:17][CH:16]=3)[C:7]([C:21]3[CH:26]=[CH:25][CH:24]=[CH:23][CH:22]=3)=[N:6][C:5]=2[C:4]=1[C:27]([O:29]C)=[O:28].B(Br)(Br)Br. (5) The reactants are: [CH2:1]([O:3][C:4](=[O:29])[C:5]1[CH:10]=[C:9]([Cl:11])[C:8]([CH2:12]Br)=[CH:7][C:6]=1[N:14]([C:22]([O:24][C:25]([CH3:28])([CH3:27])[CH3:26])=[O:23])[C:15]([O:17][C:18]([CH3:21])([CH3:20])[CH3:19])=[O:16])[CH3:2].[C:30]([O:34][C:35]([N:37]1[CH2:42][CH2:41][N:40](CC2C=C(N(C(OC(C)(C)C)=O)C(OC(C)(C)C)=O)C(C(OCC)=O)=CC=2Cl)[CH2:39][CH2:38]1)=[O:36])([CH3:33])([CH3:32])[CH3:31].C(=O)([O-])[O-].[K+].[K+].C(OC(=O)N[C@@H]1CCNC1)(C)(C)C. Given the product [CH2:1]([O:3][C:4](=[O:29])[C:5]1[CH:10]=[C:9]([Cl:11])[C:8]([CH2:12][N:40]2[CH2:41][CH2:42][C@@H:38]([NH:37][C:35]([O:34][C:30]([CH3:33])([CH3:32])[CH3:31])=[O:36])[CH2:39]2)=[CH:7][C:6]=1[N:14]([C:22]([O:24][C:25]([CH3:28])([CH3:27])[CH3:26])=[O:23])[C:15]([O:17][C:18]([CH3:21])([CH3:20])[CH3:19])=[O:16])[CH3:2], predict the reactants needed to synthesize it. (6) Given the product [CH2:1]([P:8](=[O:12])([O:9][CH2:10][CH3:11])[O:7][CH2:5][CH3:6])[CH:2]=[CH2:3], predict the reactants needed to synthesize it. The reactants are: [CH2:1](Br)[CH:2]=[CH2:3].[CH2:5]([O:7][P:8]([O:12]CC)[O:9][CH2:10][CH3:11])[CH3:6].